This data is from Forward reaction prediction with 1.9M reactions from USPTO patents (1976-2016). The task is: Predict the product of the given reaction. (1) Given the reactants C([O:3][C:4]([C:6]1[C:15](=[O:16])[C:14]2[C:9](=[C:10]([Cl:18])[C:11]([F:17])=[CH:12][CH:13]=2)[N:8]([CH:19]2[CH2:21][CH2:20]2)[CH:7]=1)=[O:5])C, predict the reaction product. The product is: [CH:19]1([N:8]2[C:9]3[C:14](=[CH:13][CH:12]=[C:11]([F:17])[C:10]=3[Cl:18])[C:15](=[O:16])[C:6]([C:4]([OH:5])=[O:3])=[CH:7]2)[CH2:20][CH2:21]1. (2) The product is: [NH2:1][C:2]1[N:6]([C:7]2[CH:16]=[CH:15][C:10]3[NH:11][C:12]([CH3:14])=[N:13][C:9]=3[CH:8]=2)[N:5]=[CH:4][C:3]=1[C:17]([C:19]1[NH:20][C:21]2[C:26]([C:27]=1[F:28])=[CH:25][CH:24]=[CH:23][CH:22]=2)=[O:18]. Given the reactants [NH2:1][C:2]1[N:6]([C:7]2[CH:16]=[CH:15][C:10]3[NH:11][C:12]([CH3:14])=[N:13][C:9]=3[CH:8]=2)[N:5]=[CH:4][C:3]=1[C:17]([C:19]1[N:20](S(C2C=CC(C)=CC=2)(=O)=O)[C:21]2[C:26]([C:27]=1[F:28])=[CH:25][CH:24]=[CH:23][CH:22]=2)=[O:18].[OH-].[Na+], predict the reaction product. (3) The product is: [CH3:1][O:2][C:3]1[CH:4]=[N+:5]([O-:9])[CH:6]=[CH:7][CH:8]=1. Given the reactants [CH3:1][O:2][C:3]1[CH:4]=[N:5][CH:6]=[CH:7][CH:8]=1.[OH:9]O, predict the reaction product. (4) Given the reactants BrC1C=CC=C2C=1C(C1C(O)=CC3OCOC=3C=1)[C:5](=[O:16])N2CCCCC.[Cl:27][C:28]1[CH:33]=[CH:32][C:31]([CH:34]2[C:42]3[C:37](=[CH:38][CH:39]=[CH:40][CH:41]=3)[N:36]([CH2:43][C:44]([O:46][CH3:47])=[O:45])[C:35]2=[O:48])=[C:30]([OH:49])[CH:29]=1, predict the reaction product. The product is: [Cl:27][C:28]1[CH:33]=[CH:32][C:31]([C:34]2([CH2:5][OH:16])[C:42]3[C:37](=[CH:38][CH:39]=[CH:40][CH:41]=3)[N:36]([CH2:43][C:44]([O:46][CH3:47])=[O:45])[C:35]2=[O:48])=[C:30]([OH:49])[CH:29]=1. (5) Given the reactants [NH:1]1[C:9]2[C:4](=[CH:5][CH:6]=[CH:7][CH:8]=2)[C:3]([CH:10]=O)=[N:2]1.[Br:12][C:13]1[CH:18]=[CH:17][C:16]([NH2:19])=[C:15]([NH2:20])[CH:14]=1.S(S([O-])=O)([O-])(=O)=O.[Na+].[Na+], predict the reaction product. The product is: [Br:12][C:13]1[CH:18]=[CH:17][C:16]2[N:19]=[C:10]([C:3]3[C:4]4[C:9](=[CH:8][CH:7]=[CH:6][CH:5]=4)[NH:1][N:2]=3)[NH:20][C:15]=2[CH:14]=1.